Dataset: Forward reaction prediction with 1.9M reactions from USPTO patents (1976-2016). Task: Predict the product of the given reaction. (1) Given the reactants [N+:1]([C:4]1[CH:5]=[C:6]([OH:10])[CH:7]=[CH:8][CH:9]=1)([O-:3])=[O:2].C1CCN2C(=NCCC2)CC1.Br[C:23]([F:30])([F:29])[C:24]([O:26][CH2:27][CH3:28])=[O:25].O1CCCC1, predict the reaction product. The product is: [F:29][C:23]([F:30])([O:10][C:6]1[CH:7]=[CH:8][CH:9]=[C:4]([N+:1]([O-:3])=[O:2])[CH:5]=1)[C:24]([O:26][CH2:27][CH3:28])=[O:25]. (2) Given the reactants [C:1]([C:4]1[CH:9]=[CH:8][CH:7]=[CH:6][CH:5]=1)(=[O:3])[CH3:2].[H-].[Na+].[C:12](=O)([O:15]C)[O:13][CH3:14], predict the reaction product. The product is: [O:3]=[C:1]([C:4]1[CH:9]=[CH:8][CH:7]=[CH:6][CH:5]=1)[CH2:2][C:12]([O:13][CH3:14])=[O:15].